Dataset: Full USPTO retrosynthesis dataset with 1.9M reactions from patents (1976-2016). Task: Predict the reactants needed to synthesize the given product. (1) Given the product [Br:23][C:5]1[C:6](=[O:18])[N:7]([C:8]2[CH:13]=[CH:12][CH:11]=[C:10]([C:14]([F:17])([F:16])[F:15])[CH:9]=2)[C:2]([CH3:1])=[CH:3][N:4]=1, predict the reactants needed to synthesize it. The reactants are: [CH3:1][C:2]1[N:7]([C:8]2[CH:13]=[CH:12][CH:11]=[C:10]([C:14]([F:17])([F:16])[F:15])[CH:9]=2)[C:6](=[O:18])[C:5](=O)[NH:4][CH:3]=1.C(Br)(=O)C([Br:23])=O. (2) Given the product [C:12]([CH:5]1[CH2:6][CH2:7][NH:2][C:3](=[O:10])[CH2:4]1)([O:14][C:15]([CH3:18])([CH3:17])[CH3:16])=[O:13], predict the reactants needed to synthesize it. The reactants are: Cl.[NH:2]1[CH2:7][CH2:6][C:5](O)(O)[CH2:4][CH2:3]1.[OH-:10].[Na+].[C:12](O[C:12]([O:14][C:15]([CH3:18])([CH3:17])[CH3:16])=[O:13])([O:14][C:15]([CH3:18])([CH3:17])[CH3:16])=[O:13]. (3) Given the product [Cl:1][C:2]1[CH:10]=[CH:9][CH:8]=[C:7]2[C:3]=1[C:4]([C:11](=[O:16])[C:12]([F:14])([F:15])[F:13])=[CH:5][N:6]2[CH2:28][C@@H:29]1[CH2:33][CH2:32][CH2:31][N:30]1[C:34]([O:36][C:37]([CH3:38])([CH3:40])[CH3:39])=[O:35], predict the reactants needed to synthesize it. The reactants are: [Cl:1][C:2]1[CH:10]=[CH:9][CH:8]=[C:7]2[C:3]=1[C:4]([C:11](=[O:16])[C:12]([F:15])([F:14])[F:13])=[CH:5][NH:6]2.S(O[CH2:28][C@@H:29]1[CH2:33][CH2:32][CH2:31][N:30]1[C:34]([O:36][C:37]([CH3:40])([CH3:39])[CH3:38])=[O:35])(C1C=CC(C)=CC=1)(=O)=O.C([O-])([O-])=O.[K+].[K+]. (4) Given the product [C:1]([O:5][C:6]([N:8]1[CH2:13][C@@H:12]([C:14](=[O:37])[NH:15][CH2:16][C:17]2([CH2:31][CH2:32][CH2:33][CH2:34][O:35][CH3:36])[C:30]3[CH:29]=[CH:28][CH:27]=[CH:26][C:25]=3[O:24][C:23]3[C:18]2=[CH:19][CH:20]=[CH:21][CH:22]=3)[CH2:11][C@@H:10]([C:38](=[O:39])[N:45]([CH2:44][CH:41]2[CH2:43][CH2:42]2)[CH2:46][CH2:47][CH:48]([CH3:50])[CH3:49])[CH2:9]1)=[O:7])([CH3:2])([CH3:3])[CH3:4], predict the reactants needed to synthesize it. The reactants are: [C:1]([O:5][C:6]([N:8]1[CH2:13][C@@H:12]([C:14](=[O:37])[NH:15][CH2:16][C:17]2([CH2:31][CH2:32][CH2:33][CH2:34][O:35][CH3:36])[C:30]3[CH:29]=[CH:28][CH:27]=[CH:26][C:25]=3[O:24][C:23]3[C:18]2=[CH:19][CH:20]=[CH:21][CH:22]=3)[CH2:11][C@@H:10]([C:38](O)=[O:39])[CH2:9]1)=[O:7])([CH3:4])([CH3:3])[CH3:2].[CH:41]1([CH2:44][NH:45][CH2:46][CH2:47][CH:48]([CH3:50])[CH3:49])[CH2:43][CH2:42]1. (5) Given the product [ClH:14].[C:1]12([NH:11][C:12](=[O:15])[CH2:13][S:18][C:17](=[NH:16])[NH2:19])[CH2:10][CH:5]3[CH2:6][CH:7]([CH2:9][CH:3]([CH2:4]3)[CH2:2]1)[CH2:8]2, predict the reactants needed to synthesize it. The reactants are: [C:1]12([NH:11][C:12](=[O:15])[CH2:13][Cl:14])[CH2:10][CH:5]3[CH2:6][CH:7]([CH2:9][CH:3]([CH2:4]3)[CH2:2]1)[CH2:8]2.[NH2:16][C:17]([NH2:19])=[S:18]. (6) Given the product [NH2:34][C:28]1[N:27]=[C:26]([CH3:31])[N:25]=[C:24]([N:11]2[C:12]3[CH:18]=[C:17]([C:19]([O:21][CH3:22])=[O:20])[CH:16]=[CH:15][C:13]=3[N:14]=[C:10]2[NH:9][C:5]2[CH:6]=[CH:7][CH:8]=[C:3]([O:2][CH3:1])[CH:4]=2)[N:29]=1, predict the reactants needed to synthesize it. The reactants are: [CH3:1][O:2][C:3]1[CH:4]=[C:5]([NH:9][C:10]2[NH:14][C:13]3[CH:15]=[CH:16][C:17]([C:19]([O:21][CH3:22])=[O:20])=[CH:18][C:12]=3[N:11]=2)[CH:6]=[CH:7][CH:8]=1.Cl[C:24]1[N:29]=[C:28](Cl)[N:27]=[C:26]([CH3:31])[N:25]=1.C([N:34](C(C)C)C(C)C)C.N.CO.